This data is from Forward reaction prediction with 1.9M reactions from USPTO patents (1976-2016). The task is: Predict the product of the given reaction. Given the reactants C([O:3][C:4](=[O:19])[C:5]1[CH:10]=[CH:9][C:8]([C:11]([F:18])([F:17])[C:12]([O:14][CH2:15][CH3:16])=[O:13])=[CH:7][CH:6]=1)C.C([O-])([O-])=O.[K+].[K+].Cl, predict the reaction product. The product is: [CH2:15]([O:14][C:12](=[O:13])[C:11]([C:8]1[CH:9]=[CH:10][C:5]([C:4]([OH:19])=[O:3])=[CH:6][CH:7]=1)([F:17])[F:18])[CH3:16].